This data is from Reaction yield outcomes from USPTO patents with 853,638 reactions. The task is: Predict the reaction yield, written as a fraction of the theoretical maximum amount of product (1.0 means a 100% yield; for example, 0.34 means a 34% yield). The yield is 0.690. The product is [Cl:39][C:36]1[CH:37]=[CH:38][C:33]([C@H:29]([C:30]([N:16]2[CH2:15][CH2:14][N:13]([C:11]3[C:12]4[C@H:4]([CH3:3])[CH2:5][C@@H:6]([OH:19])[C:7]=4[N:8]=[CH:9][N:10]=3)[CH2:18][CH2:17]2)=[O:31])[CH2:28][N:27]([CH:40]([CH3:41])[CH3:42])[C:25](=[O:26])[O:24][C:20]([CH3:22])([CH3:21])[CH3:23])=[CH:34][CH:35]=1. The reactants are Cl.Cl.[CH3:3][C@H:4]1[C:12]2[C:11]([N:13]3[CH2:18][CH2:17][NH:16][CH2:15][CH2:14]3)=[N:10][CH:9]=[N:8][C:7]=2[C@H:6]([OH:19])[CH2:5]1.[C:20]([O:24][C:25]([N:27]([CH:40]([CH3:42])[CH3:41])[CH2:28][C@H:29]([C:33]1[CH:38]=[CH:37][C:36]([Cl:39])=[CH:35][CH:34]=1)[C:30](O)=[O:31])=[O:26])([CH3:23])([CH3:22])[CH3:21].CCN(C(C)C)C(C)C.CN(C(ON1N=NC2C=CC=CC1=2)=[N+](C)C)C.F[P-](F)(F)(F)(F)F. The catalyst is C(Cl)Cl.